This data is from Reaction yield outcomes from USPTO patents with 853,638 reactions. The task is: Predict the reaction yield, written as a fraction of the theoretical maximum amount of product (1.0 means a 100% yield; for example, 0.34 means a 34% yield). (1) The yield is 0.700. The product is [NH2:17][C:18]1[CH:19]=[C:20]([CH:21]=[CH:22][C:23]=1[CH2:24][CH3:25])[O:26][C:2]1[CH:3]=[CH:4][C:5]2[N:6]([CH:8]=[C:9]([NH:11][C:12]([CH:14]3[CH2:16][CH2:15]3)=[O:13])[N:10]=2)[N:7]=1. The catalyst is O. The reactants are I[C:2]1[CH:3]=[CH:4][C:5]2[N:6]([CH:8]=[C:9]([NH:11][C:12]([CH:14]3[CH2:16][CH2:15]3)=[O:13])[N:10]=2)[N:7]=1.[NH2:17][C:18]1[CH:19]=[C:20]([OH:26])[CH:21]=[CH:22][C:23]=1[CH2:24][CH3:25].C(=O)([O-])[O-].[K+].[K+].CN(C)C=O. (2) The reactants are CC([O-])(C)C.[K+].CS(O[CH2:12][C:13]1[N:14]([C:22]([O:24][C:25]([CH3:28])([CH3:27])[CH3:26])=[O:23])[C:15]2[C:20]([CH:21]=1)=[CH:19][CH:18]=[CH:17][CH:16]=2)(=O)=O.[O:29]1[CH2:34][CH2:33][CH:32]([NH:35][C:36]2[N:41]=[C:40]([C:42]3[CH:47]=[CH:46][NH:45][C:44](=[O:48])[CH:43]=3)[CH:39]=[CH:38][N:37]=2)[CH2:31][CH2:30]1.O. The catalyst is [N+](CCCC)(CCCC)(CCCC)CCCC.[I-].C1COCC1.ClCCl.CC#N. The product is [O:48]=[C:44]1[CH:43]=[C:42]([C:40]2[CH:39]=[CH:38][N:37]=[C:36]([NH:35][CH:32]3[CH2:33][CH2:34][O:29][CH2:30][CH2:31]3)[N:41]=2)[CH:47]=[CH:46][N:45]1[CH2:12][C:13]1[N:14]([C:22]([O:24][C:25]([CH3:28])([CH3:27])[CH3:26])=[O:23])[C:15]2[C:20]([CH:21]=1)=[CH:19][CH:18]=[CH:17][CH:16]=2. The yield is 0.260.